From a dataset of Catalyst prediction with 721,799 reactions and 888 catalyst types from USPTO. Predict which catalyst facilitates the given reaction. (1) Reactant: [F:1][C:2]1[C:7]2[O:8][C@@H:9]([CH2:12][NH:13][CH2:14][CH3:15])[CH2:10][O:11][C:6]=2[CH:5]=[CH:4][CH:3]=1.C([O-])([O-])=O.[K+].[K+].[CH2:22](Br)[C:23]1[CH:28]=[CH:27][CH:26]=[CH:25][CH:24]=1.[Na+].[I-]. Product: [CH2:22]([N:13]([CH2:12][C@@H:9]1[O:8][C:7]2[C:2]([F:1])=[CH:3][CH:4]=[CH:5][C:6]=2[O:11][CH2:10]1)[CH2:14][CH3:15])[C:23]1[CH:28]=[CH:27][CH:26]=[CH:25][CH:24]=1. The catalyst class is: 10. (2) The catalyst class is: 158. Reactant: [Cl:1][C:2]1[CH:14]=[N:13][C:5]2[NH:6][C:7]3[CH2:12][CH2:11][NH:10][CH2:9][C:8]=3[C:4]=2[CH:3]=1.CCN(C(C)C)C(C)C.[Cl:24][C:25]1[CH:30]=[CH:29][C:28]([N:31]=[C:32]=[O:33])=[CH:27][CH:26]=1.Cl.CCOCC. Product: [ClH:1].[Cl:24][C:25]1[CH:30]=[CH:29][C:28]([NH:31][C:32]([N:10]2[CH2:11][CH2:12][C:7]3[NH:6][C:5]4[N:13]=[CH:14][C:2]([Cl:1])=[CH:3][C:4]=4[C:8]=3[CH2:9]2)=[O:33])=[CH:27][CH:26]=1. (3) Reactant: [CH:1]([C:3]1[CH:8]=[CH:7][C:6](B(O)O)=[CH:5][CH:4]=1)=[O:2].Br[C:13]1[CH:18]=[CH:17][C:16]([C:19]2[C:24]3[O:25][C:26]4[CH:31]=[CH:30][CH:29]=[CH:28][C:27]=4[C:23]=3[CH:22]=[CH:21][CH:20]=2)=[CH:15][CH:14]=1.C(=O)([O-])[O-].[Na+].[Na+]. Product: [CH:22]1[C:23]2[C:27]3[CH:28]=[CH:29][CH:30]=[CH:31][C:26]=3[O:25][C:24]=2[C:19]([C:16]2[CH:15]=[CH:14][C:13]([C:6]3[CH:7]=[CH:8][C:3]([CH:1]=[O:2])=[CH:4][CH:5]=3)=[CH:18][CH:17]=2)=[CH:20][CH:21]=1. The catalyst class is: 548.